From a dataset of Catalyst prediction with 721,799 reactions and 888 catalyst types from USPTO. Predict which catalyst facilitates the given reaction. (1) Reactant: [N:1]1([C:7]2[CH:12]=[CH:11][C:10]([NH:13][C:14]([C:16]3[N:21]=[C:20]([CH2:22][N:23]([CH3:42])[CH2:24][CH2:25][O:26][CH2:27][CH2:28][O:29][CH2:30][CH2:31][O:32][CH2:33][CH2:34][C:35]([O:37]C(C)(C)C)=[O:36])[CH:19]=[CH:18][CH:17]=3)=[O:15])=[C:9]([C:43](=[O:60])[NH:44][C:45]3[CH:49]=[CH:48][N:47]([C:50]4[CH:55]=[CH:54][CH:53]=[C:52]([C:56]([F:59])([F:58])[F:57])[CH:51]=4)[N:46]=3)[CH:8]=2)[CH2:6][CH2:5][CH2:4][CH2:3][CH2:2]1.FC(F)(F)C(O)=O. Product: [CH3:42][N:23]([CH2:24][CH2:25][O:26][CH2:27][CH2:28][O:29][CH2:30][CH2:31][O:32][CH2:33][CH2:34][C:35]([OH:37])=[O:36])[CH2:22][C:20]1[CH:19]=[CH:18][CH:17]=[C:16]([C:14](=[O:15])[NH:13][C:10]2[CH:11]=[CH:12][C:7]([N:1]3[CH2:2][CH2:3][CH2:4][CH2:5][CH2:6]3)=[CH:8][C:9]=2[C:43](=[O:60])[NH:44][C:45]2[CH:49]=[CH:48][N:47]([C:50]3[CH:55]=[CH:54][CH:53]=[C:52]([C:56]([F:57])([F:58])[F:59])[CH:51]=3)[N:46]=2)[N:21]=1. The catalyst class is: 4. (2) Reactant: Cl.[NH2:2][CH2:3][C:4]1[CH:5]=[CH:6][C:7]([O:11][CH3:12])=[C:8]([OH:10])[CH:9]=1.CN(C)C=O.C(N(CC)CC)C.[CH3:25][O:26][C:27]1[CH:28]=[C:29]2[C:34](=[CH:35][CH:36]=1)[C:33](=[O:37])[NH:32][C:31](=[O:38])/[C:30]/2=[CH:39]/OC. Product: [OH:10][C:8]1[CH:9]=[C:4]([CH:5]=[CH:6][C:7]=1[O:11][CH3:12])[CH2:3][NH:2][CH:39]=[C:30]1[C:29]2[C:34](=[CH:35][CH:36]=[C:27]([O:26][CH3:25])[CH:28]=2)[C:33](=[O:37])[NH:32][C:31]1=[O:38]. The catalyst class is: 28. (3) Reactant: [NH2:1][C:2]1[NH:7][C:6](=[O:8])[N:5]([CH2:9][CH2:10][CH3:11])[C:4](=[O:12])[C:3]=1[NH:13][C:14](=O)[C:15]1[CH:20]=[CH:19][C:18]([Cl:21])=[N:17][CH:16]=1.O=P12OP3(OP(OP(O3)(O1)=O)(=O)O2)=O.O. The catalyst class is: 3. Product: [Cl:21][C:18]1[N:17]=[CH:16][C:15]([C:14]2[NH:13][C:3]3[C:4](=[O:12])[N:5]([CH2:9][CH2:10][CH3:11])[C:6](=[O:8])[NH:7][C:2]=3[N:1]=2)=[CH:20][CH:19]=1. (4) Reactant: [P:1](Cl)(Cl)([O:3][C:4]1[CH:9]=[CH:8][CH:7]=[CH:6][CH:5]=1)=[O:2].[NH2:12][C@@H:13]([CH3:21])[C:14]([O:16][CH2:17][CH2:18][CH2:19][CH3:20])=[O:15].CCN(CC)CC.[F:29][C:30]1[C:35]([OH:36])=[C:34]([F:37])[C:33]([F:38])=[C:32]([F:39])[C:31]=1[F:40]. Product: [F:29][C:30]1[C:31]([F:40])=[C:32]([F:39])[C:33]([F:38])=[C:34]([F:37])[C:35]=1[O:36][P:1]([NH:12][C@@H:13]([CH3:21])[C:14]([O:16][CH2:17][CH2:18][CH2:19][CH3:20])=[O:15])([O:3][C:4]1[CH:9]=[CH:8][CH:7]=[CH:6][CH:5]=1)=[O:2]. The catalyst class is: 343. (5) Reactant: [CH3:1][C:2]1([CH3:14])[O:7][C:6](=[O:8])[C:5]2[CH:9]=[CH:10][C:11]([CH3:13])=[CH:12][C:4]=2[O:3]1.[Br:15]N1C(=O)CCC1=O.C(OOC(=O)C1C=CC=CC=1)(=O)C1C=CC=CC=1. Product: [Br:15][CH2:13][C:11]1[CH:10]=[CH:9][C:5]2[C:6](=[O:8])[O:7][C:2]([CH3:14])([CH3:1])[O:3][C:4]=2[CH:12]=1. The catalyst class is: 53.